From a dataset of Forward reaction prediction with 1.9M reactions from USPTO patents (1976-2016). Predict the product of the given reaction. (1) The product is: [N+:23]([C:20]1[CH:21]=[CH:22][C:17]([N:14]2[C:13]3[CH:12]=[CH:11][CH:10]=[CH:9][C:8]=3[C:7]3[C:15]2=[CH:3][CH:4]=[CH:5][CH:6]=3)=[CH:18][CH:19]=1)([O-:25])=[O:24]. Given the reactants [H-].[Na+].[CH:3]1[C:15]2[NH:14][C:13]3[C:8](=[CH:9][CH:10]=[CH:11][CH:12]=3)[C:7]=2[CH:6]=[CH:5][CH:4]=1.F[C:17]1[CH:22]=[CH:21][C:20]([N+:23]([O-:25])=[O:24])=[CH:19][CH:18]=1, predict the reaction product. (2) Given the reactants [NH2:1][CH:2]([C:7]1[CH:12]=[CH:11][C:10]([O:13][CH3:14])=[C:9]([O:15][CH2:16][CH3:17])[CH:8]=1)[CH2:3][C:4]([OH:6])=[O:5].[CH:18]1[C:27]2[C:22](=[CH:23][CH:24]=[CH:25][CH:26]=2)[CH:21]=[C:20]2[C:28]([O:30][C:31](=O)[C:19]=12)=[O:29], predict the reaction product. The product is: [CH2:16]([O:15][C:9]1[CH:8]=[C:7]([CH:2]([N:1]2[C:31](=[O:30])[C:19]3[CH:18]=[C:27]4[CH:26]=[CH:25][CH:24]=[CH:23][C:22]4=[CH:21][C:20]=3[C:28]2=[O:29])[CH2:3][C:4]([OH:6])=[O:5])[CH:12]=[CH:11][C:10]=1[O:13][CH3:14])[CH3:17]. (3) Given the reactants [C@H:1]12[CH2:6][C@H:5]1[CH2:4][C@@H:3]([CH2:7][NH:8][C:9]([C:11]1[C:20]3[O:19][CH2:18][CH2:17][O:16][C:15]=3[CH:14]=[CH:13][CH:12]=1)=[O:10])[NH:2]2.[Cl:21][C:22]1[CH:23]=[C:24]([C:28]2[C:29]([C:34](O)=[O:35])=[CH:30][CH:31]=[CH:32][CH:33]=2)[CH:25]=[CH:26][CH:27]=1, predict the reaction product. The product is: [Cl:21][C:22]1[CH:23]=[C:24]([C:28]2[C:29]([C:34]([N:2]3[C@H:3]([CH2:7][NH:8][C:9]([C:11]4[C:20]5[O:19][CH2:18][CH2:17][O:16][C:15]=5[CH:14]=[CH:13][CH:12]=4)=[O:10])[CH2:4][C@H:5]4[C@@H:1]3[CH2:6]4)=[O:35])=[CH:30][CH:31]=[CH:32][CH:33]=2)[CH:25]=[CH:26][CH:27]=1. (4) Given the reactants [CH3:1][C:2]1[CH:7]=[CH:6][N:5]=[C:4]([NH2:8])[C:3]=1[N:9]1[CH:13]=[CH:12][CH:11]=[CH:10]1.Cl[C:15](Cl)([O:17]C(=O)OC(Cl)(Cl)Cl)Cl, predict the reaction product. The product is: [CH3:1][C:2]1[C:3]2[N:9]3[CH:13]=[CH:12][CH:11]=[C:10]3[C:15](=[O:17])[NH:8][C:4]=2[N:5]=[CH:6][CH:7]=1. (5) Given the reactants [CH2:1]([Sn:5](Cl)([CH2:10][CH2:11][CH2:12][CH3:13])[CH2:6][CH2:7][CH2:8][CH3:9])[CH2:2][CH2:3][CH3:4].C[Si]([N-][Si](C)(C)C)(C)C.[Li+].C1COCC1.[CH3:30][O:31][C:32]([CH:34]=[CH:35][C:36]1[N:37]=[CH:38][N:39]2[CH:43]=[CH:42][S:41][C:40]=12)=[O:33].O, predict the reaction product. The product is: [CH3:30][O:31][C:32]([CH:34]=[CH:35][C:36]1[N:37]=[CH:38][N:39]2[CH:43]=[C:42]([Sn:5]([CH2:10][CH2:11][CH2:12][CH3:13])([CH2:6][CH2:7][CH2:8][CH3:9])[CH2:1][CH2:2][CH2:3][CH3:4])[S:41][C:40]=12)=[O:33].